Predict the product of the given reaction. From a dataset of Forward reaction prediction with 1.9M reactions from USPTO patents (1976-2016). (1) Given the reactants [Cl:1][C:2]1[CH:3]=[C:4]([CH:6]=[C:7]([Cl:15])[C:8]=1[O:9][CH2:10][C:11]([F:14])([F:13])[F:12])N.N(OCCC(C)C)=O, predict the reaction product. The product is: [Cl:1][C:2]1[CH:3]=[CH:4][CH:6]=[C:7]([Cl:15])[C:8]=1[O:9][CH2:10][C:11]([F:12])([F:13])[F:14]. (2) Given the reactants C(=O)([O-])[O-].[Cs+].[Cs+].[F:7][C:8]1[CH:13]=[CH:12][C:11]([OH:14])=[C:10]([CH:15]([CH3:20])[C:16]([F:19])([F:18])[F:17])[CH:9]=1.CS(O[CH2:26][C@@H:27]([NH:29]C(OC(C)(C)C)=O)[CH3:28])(=O)=O, predict the reaction product. The product is: [F:7][C:8]1[CH:13]=[CH:12][C:11]([O:14][CH2:26][C@@H:27]([NH2:29])[CH3:28])=[C:10]([CH:15]([CH3:20])[C:16]([F:17])([F:18])[F:19])[CH:9]=1. (3) Given the reactants [F:1][C:2]1[CH:7]=[C:6]([N+:8]([O-])=O)[CH:5]=[CH:4][C:3]=1[N:11]1[C:20]2[C:15](=[CH:16][C:17]([F:38])=[C:18]([N:21]3[CH2:26][CH2:25][N:24]([CH2:27][C:28]([C:30]4[CH:35]=[CH:34][C:33]([O:36][CH3:37])=[CH:32][CH:31]=4)=[O:29])[CH2:23][CH2:22]3)[CH:19]=2)[C:14](=[O:39])[C:13]([C:40]([OH:42])=[O:41])=[CH:12]1, predict the reaction product. The product is: [NH2:8][C:6]1[CH:5]=[CH:4][C:3]([N:11]2[C:20]3[C:15](=[CH:16][C:17]([F:38])=[C:18]([N:21]4[CH2:22][CH2:23][N:24]([CH2:27][C:28]([C:30]5[CH:31]=[CH:32][C:33]([O:36][CH3:37])=[CH:34][CH:35]=5)=[O:29])[CH2:25][CH2:26]4)[CH:19]=3)[C:14](=[O:39])[C:13]([C:40]([OH:42])=[O:41])=[CH:12]2)=[C:2]([F:1])[CH:7]=1.